This data is from Full USPTO retrosynthesis dataset with 1.9M reactions from patents (1976-2016). The task is: Predict the reactants needed to synthesize the given product. (1) Given the product [C:1]([C:3]1[CH:8]=[CH:7][C:6]([C:13]2[CH:14]=[CH:15][C:16]([C:19](=[O:26])[CH2:20][CH2:21][C:22]([O:24][CH3:25])=[O:23])=[CH:17][CH:18]=2)=[CH:5][CH:4]=1)#[N:2], predict the reactants needed to synthesize it. The reactants are: [C:1]([C:3]1[CH:8]=[CH:7][C:6](B(O)O)=[CH:5][CH:4]=1)#[N:2].Br[C:13]1[CH:18]=[CH:17][C:16]([C:19](=[O:26])[CH2:20][CH2:21][C:22]([O:24][CH3:25])=[O:23])=[CH:15][CH:14]=1.C(N(CC)CC)C. (2) The reactants are: [Cl:1][C:2]1[CH:7]=[C:6]([N+:8]([O-:10])=[O:9])[CH:5]=[CH:4][C:3]=1[N:11]1[CH2:16][CH2:15][N:14](C(OC(C)(C)C)=O)[CH2:13][C@H:12]1[CH3:24].C(O)(C(F)(F)F)=O. Given the product [Cl:1][C:2]1[CH:7]=[C:6]([N+:8]([O-:10])=[O:9])[CH:5]=[CH:4][C:3]=1[N:11]1[CH2:16][CH2:15][NH:14][CH2:13][C@H:12]1[CH3:24], predict the reactants needed to synthesize it. (3) The reactants are: C([O:4][C:5]([C:7]1[N:8]([N:12]([C:18](=[O:37])[CH2:19][C:20]2[NH:25][C:24]3[CH:26]=[CH:27][C:28]([NH:30][S:31]([CH3:34])(=[O:33])=[O:32])=[CH:29][C:23]=3[S:22](=[O:36])(=[O:35])[CH:21]=2)[CH2:13][CH2:14][CH:15]([CH3:17])[CH3:16])[CH:9]=[CH:10][CH:11]=1)=O)C=C.[O-]CC.[Na+].Cl. Given the product [OH:4][C:5]1[C:7]2[N:8]([CH:9]=[CH:10][CH:11]=2)[N:12]([CH2:13][CH2:14][CH:15]([CH3:16])[CH3:17])[C:18](=[O:37])[C:19]=1[C:20]1[NH:25][C:24]2[CH:26]=[CH:27][C:28]([NH:30][S:31]([CH3:34])(=[O:33])=[O:32])=[CH:29][C:23]=2[S:22](=[O:35])(=[O:36])[CH:21]=1, predict the reactants needed to synthesize it. (4) The reactants are: [N-:1]=[N+:2]=[N-:3].[Na+].Br[CH:6]1[C:12](=[O:13])[CH:11]([CH3:14])[CH2:10][CH2:9][N:8]([S:15]([C:18]2[CH:24]=[CH:23][C:21]([CH3:22])=[CH:20][CH:19]=2)(=[O:17])=[O:16])[CH2:7]1. Given the product [N:1]([CH:6]1[C:12](=[O:13])[CH:11]([CH3:14])[CH2:10][CH2:9][N:8]([S:15]([C:18]2[CH:19]=[CH:20][C:21]([CH3:22])=[CH:23][CH:24]=2)(=[O:16])=[O:17])[CH2:7]1)=[N+:2]=[N-:3], predict the reactants needed to synthesize it. (5) Given the product [Br:19][C:20]1[CH:21]=[C:22]2[C:26](=[CH:27][CH:28]=1)[NH:25][CH:24]=[C:23]2[CH2:29][CH2:30][NH:31][C:10]([C:7]1[CH:6]=[C:5]([CH2:4][C:3]2[CH:13]=[C:14]([F:17])[CH:15]=[CH:16][C:2]=2[F:1])[O:9][N:8]=1)=[O:12], predict the reactants needed to synthesize it. The reactants are: [F:1][C:2]1[CH:16]=[CH:15][C:14]([F:17])=[CH:13][C:3]=1[CH2:4][C:5]1[O:9][N:8]=[C:7]([C:10]([OH:12])=O)[CH:6]=1.Cl.[Br:19][C:20]1[CH:21]=[C:22]2[C:26](=[CH:27][CH:28]=1)[NH:25][CH:24]=[C:23]2[CH2:29][CH2:30][NH2:31].CN(C(ON1N=NC2C=CC=NC1=2)=[N+](C)C)C.F[P-](F)(F)(F)(F)F.C(N(CC)C(C)C)(C)C. (6) Given the product [CH3:1][C@:2]12[C@@H:11]3[CH2:12][CH2:13][C@@:14]4([O:19][C@@H:20]5[O:25][C@H:24]([CH2:26][OH:27])[C@@H:23]([OH:28])[C@H:22]([O:29][C@@H:30]6[O:35][C@H:34]([CH2:36][OH:37])[C@@H:33]([OH:38])[C@H:32]([OH:39])[C@H:31]6[OH:40])[C@H:21]5[O:41][C@@H:42]5[O:47][C@H:46]([CH2:48][OH:49])[C@@H:45]([OH:50])[C@H:44]([OH:51])[C@H:43]5[OH:52])[C:16]([CH2:18][C@@:10]3([CH2:15]4)[CH2:9][CH2:8][C@@H:7]1[C@@:6]([C:54]([O:56][C@@H:57]1[O:62][C@H:61]([CH2:63][OH:64])[C@@H:60]([OH:65])[C@H:59]([O:66][C@@H:89]3[O:90][C@H:81]([CH2:80][OH:79])[C@@H:83]([OH:84])[C@H:85]([OH:86])[C@H:87]3[OH:88])[C@H:58]1[O:67][C@@H:68]1[O:73][C@H:72]([CH2:74][OH:75])[C@@H:71]([OH:76])[C@H:70]([OH:77])[C@H:69]1[OH:78])=[O:55])([CH3:53])[CH2:5][CH2:4][CH2:3]2)=[CH2:17], predict the reactants needed to synthesize it. The reactants are: [CH3:1][C@:2]12[C@@H:11]3[CH2:12][CH2:13][C@@:14]4([O:19][C@@H:20]5[O:25][C@H:24]([CH2:26][OH:27])[C@@H:23]([OH:28])[C@H:22]([O:29][C@@H:30]6[O:35][C@H:34]([CH2:36][OH:37])[C@@H:33]([OH:38])[C@H:32]([OH:39])[C@H:31]6[OH:40])[C@H:21]5[O:41][C@@H:42]5[O:47][C@H:46]([CH2:48][OH:49])[C@@H:45]([OH:50])[C@H:44]([OH:51])[C@H:43]5[OH:52])[C:16]([CH2:18][C@@:10]3([CH2:15]4)[CH2:9][CH2:8][C@@H:7]1[C@@:6]([C:54]([O:56][C@@H:57]1[O:62][C@H:61]([CH2:63][OH:64])[C@@H:60]([OH:65])[C@H:59]([OH:66])[C@H:58]1[O:67][C@@H:68]1[O:73][C@H:72]([CH2:74][OH:75])[C@@H:71]([OH:76])[C@H:70]([OH:77])[C@H:69]1[OH:78])=[O:55])([CH3:53])[CH2:5][CH2:4][CH2:3]2)=[CH2:17].[O:79]=[CH:80][C@@H:81]([C@H:83]([C@@H:85]([C@@H:87]([CH2:89][OH:90])[OH:88])[OH:86])[OH:84])O. (7) Given the product [CH:42]1([CH2:45][O:46][NH:47][C:17]([C:10]2[C:9]([NH:8][C:5]3[CH:6]=[CH:7][C:2]([Br:1])=[CH:3][C:4]=3[F:20])=[CH:14][C:13](=[O:15])[N:12]([CH3:16])[CH:11]=2)=[O:19])[CH2:44][CH2:43]1, predict the reactants needed to synthesize it. The reactants are: [Br:1][C:2]1[CH:7]=[CH:6][C:5]([NH:8][C:9]2[C:10]([C:17]([OH:19])=O)=[CH:11][N:12]([CH3:16])[C:13](=[O:15])[CH:14]=2)=[C:4]([F:20])[CH:3]=1.CCN=C=NCCCN(C)C.C1C=CC2N(O)N=NC=2C=1.[CH:42]1([CH2:45][O:46][NH2:47])[CH2:44][CH2:43]1.CCN(CC)CC.